Dataset: Peptide-MHC class I binding affinity with 185,985 pairs from IEDB/IMGT. Task: Regression. Given a peptide amino acid sequence and an MHC pseudo amino acid sequence, predict their binding affinity value. This is MHC class I binding data. (1) The peptide sequence is ASSSNYNTY. The MHC is HLA-B27:05 with pseudo-sequence HLA-B27:05. The binding affinity (normalized) is 0.0847. (2) The binding affinity (normalized) is 0.237. The peptide sequence is LSCAVHLIIY. The MHC is HLA-A33:01 with pseudo-sequence HLA-A33:01. (3) The peptide sequence is VMGGNAAEA. The MHC is HLA-B35:01 with pseudo-sequence HLA-B35:01. The binding affinity (normalized) is 0.0847.